Task: Predict the reactants needed to synthesize the given product.. Dataset: Retrosynthesis with 50K atom-mapped reactions and 10 reaction types from USPTO Given the product CN1CCN(Cc2cc(=O)c(OCCCCCOc3ccnc4cc(C(F)(F)F)ccc34)co2)CC1, predict the reactants needed to synthesize it. The reactants are: CN1CCNCC1.CS(=O)(=O)OCc1cc(=O)c(OCCCCCOc2ccnc3cc(C(F)(F)F)ccc23)co1.